From a dataset of TCR-epitope binding with 47,182 pairs between 192 epitopes and 23,139 TCRs. Binary Classification. Given a T-cell receptor sequence (or CDR3 region) and an epitope sequence, predict whether binding occurs between them. (1) The epitope is ELAGIGILTV. The TCR CDR3 sequence is CASSLADGDQPQHF. Result: 1 (the TCR binds to the epitope). (2) The epitope is LLLGIGILV. The TCR CDR3 sequence is CASSHRTGELFF. Result: 0 (the TCR does not bind to the epitope).